Dataset: Retrosynthesis with 50K atom-mapped reactions and 10 reaction types from USPTO. Task: Predict the reactants needed to synthesize the given product. Given the product Cn1c(=O)c2c(c3cc(CCN4CCN(c5nsc6ccccc56)CC4)ccc31)CCC2, predict the reactants needed to synthesize it. The reactants are: CCn1c(=O)c2c(c3cc(CCN4CCN(c5nsc6ccccc56)CC4)ccc31)CCC2.